Predict which catalyst facilitates the given reaction. From a dataset of Catalyst prediction with 721,799 reactions and 888 catalyst types from USPTO. Reactant: Cl.[NH2:2][OH:3].[CH3:4][C:5]1[CH:10]=[C:9]([C:11]#[N:12])[CH:8]=[C:7]([CH3:13])[N:6]=1. Product: [OH:3][NH:2][C:11](=[NH:12])[C:9]1[CH:8]=[C:7]([CH3:13])[N:6]=[C:5]([CH3:4])[CH:10]=1. The catalyst class is: 5.